From a dataset of Peptide-MHC class I binding affinity with 185,985 pairs from IEDB/IMGT. Regression. Given a peptide amino acid sequence and an MHC pseudo amino acid sequence, predict their binding affinity value. This is MHC class I binding data. The peptide sequence is FANMNGHYV. The MHC is H-2-Kb with pseudo-sequence H-2-Kb. The binding affinity (normalized) is 0.467.